This data is from Forward reaction prediction with 1.9M reactions from USPTO patents (1976-2016). The task is: Predict the product of the given reaction. (1) Given the reactants I[C:2]1[O:3][C:4]([C:7]2[CH:8]=[C:9]3[C:14](=[CH:15][CH:16]=2)[CH:13]=[N:12][CH:11]=[CH:10]3)=[CH:5][N:6]=1.[CH3:17][O:18][C:19]1[CH:24]=[CH:23][C:22]([CH2:25][NH2:26])=[CH:21][CH:20]=1, predict the reaction product. The product is: [CH3:17][O:18][C:19]1[CH:24]=[CH:23][C:22]([CH2:25][NH:26][C:2]2[O:3][C:4]([C:7]3[CH:8]=[C:9]4[C:14](=[CH:15][CH:16]=3)[CH:13]=[N:12][CH:11]=[CH:10]4)=[CH:5][N:6]=2)=[CH:21][CH:20]=1. (2) Given the reactants [H-].[H-].[H-].[H-].[Li+].[Al+3].[N:7]([CH2:10][C@:11]([C:14]1[CH:19]=[C:18]([Br:20])[CH:17]=[CH:16][C:15]=1[F:21])([OH:13])[CH3:12])=[N+]=[N-], predict the reaction product. The product is: [NH2:7][CH2:10][C@:11]([C:14]1[CH:19]=[C:18]([Br:20])[CH:17]=[CH:16][C:15]=1[F:21])([OH:13])[CH3:12].